This data is from Experimentally validated miRNA-target interactions with 360,000+ pairs, plus equal number of negative samples. The task is: Binary Classification. Given a miRNA mature sequence and a target amino acid sequence, predict their likelihood of interaction. The miRNA is hsa-miR-6893-3p with sequence CCCUGCUGCCUUCACCUGCCAG. The protein sequence of the target gene is MAGYLSPAAYLYVEEQEYLQAYEDVLERYKDERDKVQKKTFTKWINQHLMKVRKHVNDLYEDLRDGHNLISLLEVLSGDTLPREKGRMRFHRLQNVQIALDYLKRRQVKLVNIRNDDITDGNPKLTLGLIWTIILHFQISDIHVTGESEDMSAKERLLLWTQQATEGYAGIRCENFTTCWRDGKLFNAIIHKYRPDLIDMNTVAVQSNLANLEHAFYVAEKIGVIRLLDPEDVDVSSPDEKSVITYVSSLYDAFPKVPEGGEGIGANDVEVKWIEYQNMVNYLIQWIRHHVTTMSERTFP.... Result: 1 (interaction).